The task is: Predict the reactants needed to synthesize the given product.. This data is from Full USPTO retrosynthesis dataset with 1.9M reactions from patents (1976-2016). (1) Given the product [CH:27]1([C:31]2[C:38]([CH:39]3[CH2:40][CH2:41]3)=[CH:37][C:34]([CH2:35][N:17]3[CH2:18][C:15]4([CH2:26][C:12]([N:9]5[CH2:8][CH2:7][CH:6]([C:4]([O:3][CH2:1][CH3:2])=[O:5])[CH2:11][CH2:10]5)=[N:13][O:14]4)[CH2:16]3)=[C:33]([O:42][CH:43]([CH3:45])[CH3:44])[CH:32]=2)[CH2:28][CH2:29][CH2:30]1, predict the reactants needed to synthesize it. The reactants are: [CH2:1]([O:3][C:4]([CH:6]1[CH2:11][CH2:10][N:9]([C:12]2[CH2:26][C:15]3([CH2:18][N:17](C(OC(C)(C)C)=O)[CH2:16]3)[O:14][N:13]=2)[CH2:8][CH2:7]1)=[O:5])[CH3:2].[CH:27]1([C:31]2[C:38]([CH:39]3[CH2:41][CH2:40]3)=[CH:37][C:34]([CH:35]=O)=[C:33]([O:42][CH:43]([CH3:45])[CH3:44])[CH:32]=2)[CH2:30][CH2:29][CH2:28]1. (2) Given the product [NH2:7][C:6]1[N:8]=[C:30]([OH:31])[C:26]([CH2:25][C:24]2[CH:23]=[CH:22][C:17]([C:18]([O:20][CH3:21])=[O:19])=[CH:16][C:15]=2[O:14][CH3:13])=[C:27]([CH3:28])[N:5]=1, predict the reactants needed to synthesize it. The reactants are: C(=O)([O-])[O-].[NH2:5][C:6]([NH2:8])=[NH2+:7].[NH2:5][C:6]([NH2:8])=[NH2+:7].[CH3:13][O:14][C:15]1[CH:16]=[C:17]([CH:22]=[CH:23][C:24]=1[CH2:25][CH:26]([C:30](OC)=[O:31])[C:27](=O)[CH3:28])[C:18]([O:20][CH3:21])=[O:19].